Predict the reactants needed to synthesize the given product. From a dataset of Full USPTO retrosynthesis dataset with 1.9M reactions from patents (1976-2016). (1) Given the product [Br:30][C:31]1[CH:40]=[CH:39][C:34]([C:35]([NH:37][NH:38][C:20]([NH:1][CH2:2][C@@H:3]2[CH2:7][CH2:6][N:5]([C:8]([O:10][C:11]([CH3:14])([CH3:13])[CH3:12])=[O:9])[CH2:4]2)=[O:21])=[O:36])=[CH:33][CH:32]=1, predict the reactants needed to synthesize it. The reactants are: [NH2:1][CH2:2][C@@H:3]1[CH2:7][CH2:6][N:5]([C:8]([O:10][C:11]([CH3:14])([CH3:13])[CH3:12])=[O:9])[CH2:4]1.C1N=CN([C:20](N2C=NC=C2)=[O:21])C=1.C(Cl)Cl.[Br:30][C:31]1[CH:40]=[CH:39][C:34]([C:35]([NH:37][NH2:38])=[O:36])=[CH:33][CH:32]=1. (2) Given the product [CH:1]1[CH:6]=[CH:5][C:4]([C@@H:7]2[N:16]([C:17]([O:19][C@@H:20]3[CH:25]4[CH2:24][CH2:23][N:22]([CH2:27][CH2:26]4)[CH2:21]3)=[O:18])[CH2:15][CH2:14][C:13]3[CH:12]=[CH:11][CH:10]=[CH:9][C:8]2=3)=[CH:3][CH:2]=1.[CH2:32]([C:31]([OH:38])=[O:37])[CH2:33][C:34]([OH:36])=[O:35], predict the reactants needed to synthesize it. The reactants are: [CH:1]1[CH:2]=[CH:3][C:4]([C@@H:7]2[N:16]([C:17]([O:19][C@@H:20]3[CH:25]4[CH2:26][CH2:27][N:22]([CH2:23][CH2:24]4)[CH2:21]3)=[O:18])[CH2:15][CH2:14][C:13]3[CH:12]=[CH:11][CH:10]=[CH:9][C:8]2=3)=[CH:5][CH:6]=1.C(O)C.[C:31]([OH:38])(=[O:37])[CH2:32][CH2:33][C:34]([OH:36])=[O:35]. (3) Given the product [CH:5]([C:8]1[O:12][N:11]=[C:10]([C:13]([N:15]=[N+:16]=[N-:1])=[O:14])[CH:9]=1)([CH3:7])[CH3:6], predict the reactants needed to synthesize it. The reactants are: [N:1]([O-])=O.[Na+].[CH:5]([C:8]1[O:12][N:11]=[C:10]([C:13]([NH:15][NH2:16])=[O:14])[CH:9]=1)([CH3:7])[CH3:6]. (4) Given the product [Cl:27][C:23]1[CH:24]=[CH:25][CH:26]=[C:18]2[C:19]=1[C:20](=[O:22])[N:42]([C:43]1[CH:47]=[CH:46][NH:45][N:44]=1)[C:37]([C@@H:36]([NH:35][C:33](=[O:34])[O:32][C:28]([CH3:31])([CH3:30])[CH3:29])[CH2:40][CH3:41])=[N:17]2, predict the reactants needed to synthesize it. The reactants are: P([O-])(OC1C=CC=CC=1)OC1C=CC=CC=1.[NH2:17][C:18]1[CH:26]=[CH:25][CH:24]=[C:23]([Cl:27])[C:19]=1[C:20]([OH:22])=O.[C:28]([O:32][C:33]([NH:35][C@@H:36]([CH2:40][CH3:41])[C:37](O)=O)=[O:34])([CH3:31])([CH3:30])[CH3:29].[NH2:42][C:43]1[CH:47]=[CH:46][NH:45][N:44]=1.